Dataset: NCI-60 drug combinations with 297,098 pairs across 59 cell lines. Task: Regression. Given two drug SMILES strings and cell line genomic features, predict the synergy score measuring deviation from expected non-interaction effect. (1) Drug 1: CC1=C(C(=O)C2=C(C1=O)N3CC4C(C3(C2COC(=O)N)OC)N4)N. Drug 2: C1CN(P(=O)(OC1)NCCCl)CCCl. Cell line: UO-31. Synergy scores: CSS=4.04, Synergy_ZIP=0.910, Synergy_Bliss=3.79, Synergy_Loewe=-7.94, Synergy_HSA=-3.36. (2) Drug 1: CCC1(CC2CC(C3=C(CCN(C2)C1)C4=CC=CC=C4N3)(C5=C(C=C6C(=C5)C78CCN9C7C(C=CC9)(C(C(C8N6C=O)(C(=O)OC)O)OC(=O)C)CC)OC)C(=O)OC)O.OS(=O)(=O)O. Drug 2: C1=NNC2=C1C(=O)NC=N2. Cell line: MCF7. Synergy scores: CSS=-0.863, Synergy_ZIP=-0.820, Synergy_Bliss=-3.77, Synergy_Loewe=-1.44, Synergy_HSA=-3.61. (3) Drug 1: CC1=CC2C(CCC3(C2CCC3(C(=O)C)OC(=O)C)C)C4(C1=CC(=O)CC4)C. Drug 2: CC=C1C(=O)NC(C(=O)OC2CC(=O)NC(C(=O)NC(CSSCCC=C2)C(=O)N1)C(C)C)C(C)C. Cell line: M14. Synergy scores: CSS=42.1, Synergy_ZIP=1.09, Synergy_Bliss=-0.0234, Synergy_Loewe=-47.8, Synergy_HSA=-2.21. (4) Drug 2: C1CC(C1)(C2=CC=C(C=C2)C3=C(C=C4C(=N3)C=CN5C4=NNC5=O)C6=CC=CC=C6)N. Cell line: NCI-H460. Drug 1: CC1=C(C(=O)C2=C(C1=O)N3CC4C(C3(C2COC(=O)N)OC)N4)N. Synergy scores: CSS=71.8, Synergy_ZIP=5.93, Synergy_Bliss=5.01, Synergy_Loewe=5.59, Synergy_HSA=8.63. (5) Drug 1: CC1C(C(CC(O1)OC2CC(CC3=C2C(=C4C(=C3O)C(=O)C5=C(C4=O)C(=CC=C5)OC)O)(C(=O)C)O)N)O.Cl. Drug 2: CC(C)(C#N)C1=CC(=CC(=C1)CN2C=NC=N2)C(C)(C)C#N. Cell line: U251. Synergy scores: CSS=31.7, Synergy_ZIP=-0.452, Synergy_Bliss=-2.00, Synergy_Loewe=-10.2, Synergy_HSA=-1.71. (6) Drug 1: C1CN1C2=NC(=NC(=N2)N3CC3)N4CC4. Drug 2: CC(C)NC(=O)C1=CC=C(C=C1)CNNC.Cl. Cell line: MDA-MB-231. Synergy scores: CSS=13.6, Synergy_ZIP=-1.41, Synergy_Bliss=-7.02, Synergy_Loewe=-21.8, Synergy_HSA=-6.61. (7) Drug 1: CC1CCC2CC(C(=CC=CC=CC(CC(C(=O)C(C(C(=CC(C(=O)CC(OC(=O)C3CCCCN3C(=O)C(=O)C1(O2)O)C(C)CC4CCC(C(C4)OC)O)C)C)O)OC)C)C)C)OC. Drug 2: CC(C)NC(=O)C1=CC=C(C=C1)CNNC.Cl. Cell line: DU-145. Synergy scores: CSS=19.5, Synergy_ZIP=-4.47, Synergy_Bliss=1.81, Synergy_Loewe=-23.2, Synergy_HSA=-1.24.